From a dataset of Full USPTO retrosynthesis dataset with 1.9M reactions from patents (1976-2016). Predict the reactants needed to synthesize the given product. (1) Given the product [Cl:1][C:2]1[CH:7]=[CH:6][C:5]([C@@:8]2([CH3:38])[C@:12]([C:14]3[CH:19]=[CH:18][C:17]([Cl:20])=[CH:16][CH:15]=3)([CH3:13])[N:11]([C:21]([N:44]3[CH2:45][CH2:46][N:41]([CH2:47][C:48]([NH2:50])=[O:49])[CH2:42][CH2:43]3)=[O:22])[C:10]([C:24]3[CH:29]=[CH:28][C:27]([C:30]([O:33][CH3:34])([CH3:32])[CH3:31])=[CH:26][C:25]=3[O:35][CH2:36][CH3:37])=[N:9]2)=[CH:4][CH:3]=1, predict the reactants needed to synthesize it. The reactants are: [Cl:1][C:2]1[CH:7]=[CH:6][C:5]([C:8]2([CH3:38])[C:12]([C:14]3[CH:19]=[CH:18][C:17]([Cl:20])=[CH:16][CH:15]=3)([CH3:13])[N:11]([C:21](Cl)=[O:22])[C:10]([C:24]3[CH:29]=[CH:28][C:27]([C:30]([O:33][CH3:34])([CH3:32])[CH3:31])=[CH:26][C:25]=3[O:35][CH2:36][CH3:37])=[N:9]2)=[CH:4][CH:3]=1.Cl.Cl.[N:41]1([CH2:47][C:48]([NH2:50])=[O:49])[CH2:46][CH2:45][NH:44][CH2:43][CH2:42]1. (2) Given the product [Cl:1][C:2]1[CH:10]=[C:9]2[C:5]([C:6]([C:11]([N:13]3[CH2:18][CH2:17][N:16]([C:19]4[CH:24]=[CH:23][CH:22]=[CH:21][C:20]=4[O:25][CH3:26])[CH2:15][CH2:14]3)=[O:12])=[CH:7][N:8]2[CH2:28][C:29]([NH:31][CH3:32])=[O:30])=[CH:4][CH:3]=1, predict the reactants needed to synthesize it. The reactants are: [Cl:1][C:2]1[CH:10]=[C:9]2[C:5]([C:6]([C:11]([N:13]3[CH2:18][CH2:17][N:16]([C:19]4[CH:24]=[CH:23][CH:22]=[CH:21][C:20]=4[O:25][CH3:26])[CH2:15][CH2:14]3)=[O:12])=[CH:7][NH:8]2)=[CH:4][CH:3]=1.Cl[CH2:28][C:29]([NH:31][CH3:32])=[O:30]. (3) Given the product [C:1]([C:5]1[CH:10]=[CH:9][C:8]([C:11]2[N:15]([CH3:16])[N:14]=[C:13]([C:17](=[N:37][NH:36][C:34]([C:32]3[CH:31]=[CH:30][C:25]([C:26]([O:28][CH3:29])=[O:27])=[C:24]([N+:21]([O-:23])=[O:22])[CH:33]=3)=[O:35])[CH3:18])[C:12]=2[OH:20])=[CH:7][CH:6]=1)([CH3:4])([CH3:3])[CH3:2], predict the reactants needed to synthesize it. The reactants are: [C:1]([C:5]1[CH:10]=[CH:9][C:8]([C:11]2[N:15]([CH3:16])[N:14]=[C:13]([C:17](=O)[CH3:18])[C:12]=2[OH:20])=[CH:7][CH:6]=1)([CH3:4])([CH3:3])[CH3:2].[N+:21]([C:24]1[CH:33]=[C:32]([C:34]([NH:36][NH2:37])=[O:35])[CH:31]=[CH:30][C:25]=1[C:26]([O:28][CH3:29])=[O:27])([O-:23])=[O:22].